The task is: Predict the product of the given reaction.. This data is from Forward reaction prediction with 1.9M reactions from USPTO patents (1976-2016). Given the reactants [C:1]([O:5][C:6]([NH:8][C@H:9]([CH2:14][C:15]1[CH:20]=[CH:19][CH:18]=[CH:17][CH:16]=1)[CH2:10][C:11]([OH:13])=O)=[O:7])([CH3:4])([CH3:3])[CH3:2].CCN(C(C)C)C(C)C.CCOC(C(C#N)=NOC(N1CCOCC1)=[N+](C)C)=O.F[P-](F)(F)(F)(F)F.Cl.[CH3:58][O:59][C:60]1[CH:61]=[C:62]([C:68]2[C@@H:77]3[C@@H:72]([CH2:73][CH2:74][CH2:75][CH2:76]3)[C:71](=[O:78])[N:70]([CH:79]3[CH2:84][CH2:83][NH:82][CH2:81][CH2:80]3)[N:69]=2)[CH:63]=[CH:64][C:65]=1[O:66][CH3:67].C(=O)(O)[O-].[Na+], predict the reaction product. The product is: [CH3:58][O:59][C:60]1[CH:61]=[C:62]([C:68]2[C@@H:77]3[C@@H:72]([CH2:73][CH2:74][CH2:75][CH2:76]3)[C:71](=[O:78])[N:70]([CH:79]3[CH2:80][CH2:81][N:82]([C:11](=[O:13])[CH2:10][C@H:9]([NH:8][C:6](=[O:7])[O:5][C:1]([CH3:2])([CH3:3])[CH3:4])[CH2:14][C:15]4[CH:20]=[CH:19][CH:18]=[CH:17][CH:16]=4)[CH2:83][CH2:84]3)[N:69]=2)[CH:63]=[CH:64][C:65]=1[O:66][CH3:67].